Dataset: Peptide-MHC class I binding affinity with 185,985 pairs from IEDB/IMGT. Task: Regression. Given a peptide amino acid sequence and an MHC pseudo amino acid sequence, predict their binding affinity value. This is MHC class I binding data. (1) The peptide sequence is VMAASGAPF. The MHC is HLA-A26:02 with pseudo-sequence HLA-A26:02. The binding affinity (normalized) is 0.0847. (2) The peptide sequence is QGQYMNTPW. The MHC is Mamu-A70103 with pseudo-sequence Mamu-A70103. The binding affinity (normalized) is 0. (3) The peptide sequence is RNWAHSSL. The MHC is HLA-B44:02 with pseudo-sequence HLA-B44:02. The binding affinity (normalized) is 0.0593.